Predict which catalyst facilitates the given reaction. From a dataset of Catalyst prediction with 721,799 reactions and 888 catalyst types from USPTO. Reactant: Cl[CH2:2][CH2:3][C:4]([CH:6]1[CH2:10][CH2:9][CH2:8][CH2:7]1)=[O:5].[N-:11]=[N+]=[N-].[Na+].S([O-])([O-])(=O)=O.[Na+].[Na+].[C:22]([O:29]C(OC(C)(C)C)=O)(=O)[O:23][C:24]([CH3:27])([CH3:26])[CH3:25]. Product: [C:24]([O:23][C:22](=[O:29])[NH:11][CH2:2][CH2:3][C:4]([CH:6]1[CH2:10][CH2:9][CH2:8][CH2:7]1)=[O:5])([CH3:27])([CH3:26])[CH3:25]. The catalyst class is: 3.